This data is from Forward reaction prediction with 1.9M reactions from USPTO patents (1976-2016). The task is: Predict the product of the given reaction. (1) Given the reactants [CH:1]1([C@@H:6]([C:20]2[CH:25]=[CH:24][C:23]([CH3:26])=[CH:22][CH:21]=2)[C:7]([O:9][C@@H]2C[C@H](C)CC[C@H]2C(C)C)=[O:8])[CH2:5][CH2:4][CH2:3][CH2:2]1, predict the reaction product. The product is: [CH:1]1([C@@H:6]([C:20]2[CH:25]=[CH:24][C:23]([CH3:26])=[CH:22][CH:21]=2)[C:7]([OH:9])=[O:8])[CH2:5][CH2:4][CH2:3][CH2:2]1. (2) Given the reactants [CH2:1]([O:8][C:9]([C:11]1[CH:20]=[C:19]([O:21][CH2:22][C:23]2[CH:28]=[CH:27][CH:26]=[CH:25][CH:24]=2)[C:18]2[C:13](=[C:14]([O:30][CH2:31][C:32]3[CH:37]=[CH:36][CH:35]=[CH:34][CH:33]=3)[CH:15]=[C:16](Br)[CH:17]=2)[N:12]=1)=[O:10])[C:2]1[CH:7]=[CH:6][CH:5]=[CH:4][CH:3]=1.[C:38]1([C:44]#C)[CH:43]=[CH:42][CH:41]=[CH:40][CH:39]=1, predict the reaction product. The product is: [CH2:1]([O:8][C:9]([C:11]1[CH:20]=[C:19]([O:21][CH2:22][C:23]2[CH:28]=[CH:27][CH:26]=[CH:25][CH:24]=2)[C:18]2[C:13](=[C:14]([O:30][CH2:31][C:32]3[CH:37]=[CH:36][CH:35]=[CH:34][CH:33]=3)[CH:15]=[C:16]([C:3]#[C:2][CH2:1][O:8][CH2:44][C:38]3[CH:39]=[CH:40][CH:41]=[CH:42][CH:43]=3)[CH:17]=2)[N:12]=1)=[O:10])[C:2]1[CH:7]=[CH:6][CH:5]=[CH:4][CH:3]=1. (3) Given the reactants O[C:2]1[NH:6][C:5]2[CH:7]=[CH:8][CH:9]=[CH:10][C:4]=2[N:3]=1.[OH-].[NH4+].P(Cl)(Cl)([Cl:15])=O, predict the reaction product. The product is: [Cl:15][C:2]1[NH:6][C:5]2[CH:7]=[CH:8][CH:9]=[CH:10][C:4]=2[N:3]=1. (4) Given the reactants [CH2:1]([O:3][C:4](=[O:28])[CH2:5][NH:6][CH2:7][CH2:8][NH:9][S:10]([C:13]1[S:14][C:15]([C:18]2[CH:23]=[CH:22][C:21]([Cl:24])=[CH:20][C:19]=2[N+:25]([O-:27])=[O:26])=[N:16][N:17]=1)(=[O:12])=[O:11])[CH3:2].[CH:29]([O:42][C:43]([NH:45][C:46]1[CH:51]=[CH:50][N:49]([CH2:52][C:53](O)=[O:54])[C:48](=[O:56])[N:47]=1)=[O:44])([C:36]1[CH:41]=[CH:40][CH:39]=[CH:38][CH:37]=1)[C:30]1[CH:35]=[CH:34][CH:33]=[CH:32][CH:31]=1, predict the reaction product. The product is: [CH2:1]([O:3][C:4](=[O:28])[CH2:5][N:6]([CH2:7][CH2:8][NH:9][S:10]([C:13]1[S:14][C:15]([C:18]2[CH:23]=[CH:22][C:21]([Cl:24])=[CH:20][C:19]=2[N+:25]([O-:27])=[O:26])=[N:16][N:17]=1)(=[O:12])=[O:11])[C:53](=[O:54])[CH2:52][N:49]1[CH:50]=[CH:51][C:46]([NH:45][C:43]([O:42][CH:29]([C:30]2[CH:31]=[CH:32][CH:33]=[CH:34][CH:35]=2)[C:36]2[CH:41]=[CH:40][CH:39]=[CH:38][CH:37]=2)=[O:44])=[N:47][C:48]1=[O:56])[CH3:2]. (5) The product is: [CH2:22]([Si:21]([CH2:26][CH3:27])([CH2:24][CH3:25])[CH:7]([O:14][C:15]1[CH:20]=[CH:19][CH:18]=[CH:17][CH:16]=1)[C:8]1[CH:13]=[CH:12][CH:11]=[CH:10][CH:9]=1)[CH3:23]. Given the reactants CC([O-])(C)C.[K+].[CH2:7]([O:14][C:15]1[CH:20]=[CH:19][CH:18]=[CH:17][CH:16]=1)[C:8]1[CH:13]=[CH:12][CH:11]=[CH:10][CH:9]=1.[SiH:21]([CH2:26][CH3:27])([CH2:24][CH3:25])[CH2:22][CH3:23], predict the reaction product. (6) Given the reactants Cl[C:2]1[C:7]([NH:8][C:9]2[CH:14]=[CH:13][CH:12]=[CH:11][C:10]=2[CH:15]=[CH2:16])=[CH:6][CH:5]=[CH:4][N:3]=1.C1(C)C=CC=CC=1P(C1C=CC=CC=1C)C1C=CC=CC=1C, predict the reaction product. The product is: [N:3]1[C:2]2[CH:16]=[CH:15][C:10]3[CH:11]=[CH:12][CH:13]=[CH:14][C:9]=3[NH:8][C:7]=2[CH:6]=[CH:5][CH:4]=1. (7) The product is: [CH3:1][O:2][CH2:3][CH:4]([NH:16][C:17]([N:19]1[CH2:24][C:23](=[O:25])[NH:22][C:21]2[C:26]([C:30]([OH:32])=[O:31])=[CH:27][CH:28]=[N:29][C:20]1=2)=[O:18])[C:5]1[CH:10]=[CH:9][C:8]([O:11][C:12]([F:14])([F:15])[F:13])=[CH:7][CH:6]=1. Given the reactants [CH3:1][O:2][CH2:3][CH:4]([NH:16][C:17]([N:19]1[CH2:24][C:23](=[O:25])[NH:22][C:21]2[C:26]([C:30]([O:32]C)=[O:31])=[CH:27][CH:28]=[N:29][C:20]1=2)=[O:18])[C:5]1[CH:10]=[CH:9][C:8]([O:11][C:12]([F:15])([F:14])[F:13])=[CH:7][CH:6]=1.[OH-].[Na+].Cl, predict the reaction product. (8) The product is: [CH2:1]([N:8]1[CH2:9][C@H:19]([CH2:20][CH3:21])[C@H:18]([C:17]([O:23][CH2:24][CH3:25])=[O:22])[CH2:12]1)[C:2]1[CH:3]=[CH:4][CH:5]=[CH:6][CH:7]=1. Given the reactants [CH2:1]([N:8]([CH2:12][Si](C)(C)C)[CH2:9]OC)[C:2]1[CH:7]=[CH:6][CH:5]=[CH:4][CH:3]=1.[C:17]([O:23][CH2:24][CH3:25])(=[O:22])/[CH:18]=[CH:19]\[CH2:20][CH3:21], predict the reaction product. (9) The product is: [F:17][C:14]1[CH:13]=[N:12][C:11]([C@@H:9]([NH:8][C:6]2[N:7]=[C:2]([N:27]3[CH2:32][CH2:31][O:30][CH2:29][CH2:28]3)[N:3]=[C:4]([NH:18][C:19]3[N:20]=[CH:21][N:22]([CH2:24][C:25]#[N:26])[CH:23]=3)[N:5]=2)[CH3:10])=[N:16][CH:15]=1. Given the reactants Cl[C:2]1[N:7]=[C:6]([NH:8][C@H:9]([C:11]2[N:16]=[CH:15][C:14]([F:17])=[CH:13][N:12]=2)[CH3:10])[N:5]=[C:4]([NH:18][C:19]2[N:20]=[CH:21][N:22]([CH2:24][C:25]#[N:26])[CH:23]=2)[N:3]=1.[NH:27]1[CH2:32][CH2:31][O:30][CH2:29][CH2:28]1, predict the reaction product. (10) Given the reactants [CH3:1][O:2][C:3](=[O:32])[C@@H:4]([N:27]1[CH:31]=[CH:30][CH:29]=[CH:28]1)[CH2:5][C:6]1[CH:11]=[CH:10][C:9]([CH2:12][NH:13][CH2:14][C:15]2[N:16]=[C:17]([C:21]3[CH:26]=[CH:25][CH:24]=[CH:23][CH:22]=3)[O:18][C:19]=2[CH3:20])=[CH:8][CH:7]=1.C=O.[BH-](OC(C)=O)(OC(C)=O)O[C:37](C)=O.[Na+].C([O-])(O)=O.[Na+], predict the reaction product. The product is: [CH3:1][O:2][C:3](=[O:32])[C@@H:4]([N:27]1[CH:31]=[CH:30][CH:29]=[CH:28]1)[CH2:5][C:6]1[CH:11]=[CH:10][C:9]([CH2:12][N:13]([CH3:37])[CH2:14][C:15]2[N:16]=[C:17]([C:21]3[CH:22]=[CH:23][CH:24]=[CH:25][CH:26]=3)[O:18][C:19]=2[CH3:20])=[CH:8][CH:7]=1.